Dataset: Full USPTO retrosynthesis dataset with 1.9M reactions from patents (1976-2016). Task: Predict the reactants needed to synthesize the given product. Given the product [CH:27]([C:30]1[CH:35]=[CH:34][CH:33]=[CH:32][C:31]=1[NH:36][C:37]([NH:39][C:40]([NH:24][CH2:23][CH2:22][CH2:21][C:18]1[CH:19]=[CH:20][C:15]([C:12]2[N:13]=[CH:14][N:10]([C:7]3[CH:6]=[CH:5][C:4]([O:3][C:2]([F:1])([F:25])[F:26])=[CH:9][CH:8]=3)[N:11]=2)=[CH:16][CH:17]=1)=[O:42])=[S:38])([CH3:29])[CH3:28], predict the reactants needed to synthesize it. The reactants are: [F:1][C:2]([F:26])([F:25])[O:3][C:4]1[CH:9]=[CH:8][C:7]([N:10]2[CH:14]=[N:13][C:12]([C:15]3[CH:20]=[CH:19][C:18]([CH2:21][CH2:22][CH2:23][NH2:24])=[CH:17][CH:16]=3)=[N:11]2)=[CH:6][CH:5]=1.[CH:27]([C:30]1[CH:35]=[CH:34][CH:33]=[CH:32][C:31]=1[NH:36][C:37]([NH2:39])=[S:38])([CH3:29])[CH3:28].[C:40]([O-])(=[O:42])C.[Na+].